From a dataset of Reaction yield outcomes from USPTO patents with 853,638 reactions. Predict the reaction yield, written as a fraction of the theoretical maximum amount of product (1.0 means a 100% yield; for example, 0.34 means a 34% yield). (1) The product is [CH3:1][O:2][C:3]1[CH:4]=[C:5]([CH:10]=[CH:11][C:12]=1[O:13][CH2:14][CH2:15][O:16][C:17]([F:18])([F:19])[F:20])[C:6]([OH:8])=[O:7]. The catalyst is C1COCC1.O. The reactants are [CH3:1][O:2][C:3]1[CH:4]=[C:5]([CH:10]=[CH:11][C:12]=1[O:13][CH2:14][CH2:15][O:16][C:17]([F:20])([F:19])[F:18])[C:6]([O:8]C)=[O:7].[Li+].[OH-]. The yield is 0.820. (2) The reactants are [NH2:1][C:2]1[C:3]2[C:13]([O:14][CH2:15][C:16]([NH:19]C(=O)[O-])([CH3:18])[CH3:17])=[CH:12][CH:11]=[CH:10][C:4]=2[NH:5][S:6](=[O:9])(=[O:8])[N:7]=1.[ClH:23]. The catalyst is C(O)C. The product is [Cl-:23].[NH2:1][C:2]1[C:3]2[C:13]([O:14][CH2:15][C:16]([CH3:18])([NH3+:19])[CH3:17])=[CH:12][CH:11]=[CH:10][C:4]=2[NH:5][S:6](=[O:9])(=[O:8])[N:7]=1. The yield is 1.00. (3) The reactants are [C:1]1([S:7]([C:10]#[N:11])(=[O:9])=[O:8])[CH:6]=[CH:5][CH:4]=[CH:3][CH:2]=1.[C:12]1([CH3:18])[CH:17]=CC=[CH:14][CH:13]=1. The catalyst is C(O)CCC. The product is [C:1]1([S:7]([C:10]2[CH:14]=[CH:13][C:12]([CH3:18])=[CH:17][N:11]=2)(=[O:8])=[O:9])[CH:2]=[CH:3][CH:4]=[CH:5][CH:6]=1. The yield is 0.880. (4) The reactants are C([Li])CCC.Br[C:7]1[CH:21]=[CH:20][C:10]([CH2:11][NH:12][C:13]([O:15][C:16]([CH3:19])([CH3:18])[CH3:17])=[O:14])=[CH:9][C:8]=1[F:22].[CH3:23][C:24]([CH3:29])([CH3:28])[CH2:25][CH:26]=[O:27]. The catalyst is C(OCC)C. The product is [C:16]([O:15][C:13]([NH:12][CH2:11][C:10]1[CH:20]=[CH:21][C:7]([CH:26]([OH:27])[CH2:25][C:24]([CH3:29])([CH3:28])[CH3:23])=[C:8]([F:22])[CH:9]=1)=[O:14])([CH3:19])([CH3:18])[CH3:17]. The yield is 0.240. (5) The reactants are Br[C:2]1[C:7]([F:8])=[CH:6][C:5]([N:9]2[CH:14]=[C:13]([O:15][CH3:16])[C:12](=[O:17])[C:11]([C:18]3[N:22]([C:23]4[CH:28]=[CH:27][CH:26]=[CH:25][CH:24]=4)[N:21]=[CH:20][CH:19]=3)=[N:10]2)=[C:4]([F:29])[CH:3]=1.[NH:30]1[CH2:34][CH2:33][CH2:32][C:31]1=[O:35].CNCCNC.[O-]P([O-])([O-])=O.[K+].[K+].[K+]. The catalyst is O1CCOCC1.[Cu]I. The product is [F:29][C:4]1[CH:3]=[C:2]([N:30]2[CH2:34][CH2:33][CH2:32][C:31]2=[O:35])[C:7]([F:8])=[CH:6][C:5]=1[N:9]1[CH:14]=[C:13]([O:15][CH3:16])[C:12](=[O:17])[C:11]([C:18]2[N:22]([C:23]3[CH:28]=[CH:27][CH:26]=[CH:25][CH:24]=3)[N:21]=[CH:20][CH:19]=2)=[N:10]1. The yield is 0.0600. (6) The reactants are [F:1][C:2]1[CH:7]=[CH:6][C:5]([F:8])=[CH:4][C:3]=1[C:9]1[S:13][C:12]([CH2:20][CH2:21][CH2:22][NH:23][C:24](=[O:30])[O:25][C:26]([CH3:29])([CH3:28])[CH3:27])([C:14]2[CH:19]=[CH:18][CH:17]=[CH:16][CH:15]=2)[NH:11][N:10]=1.[N:31]1([C:36](N2C=CN=C2)=[S:37])C=CN=C1.[NH2:43]N. The catalyst is C1COCC1. The product is [C:26]([O:25][C:24]([NH:23][CH2:22][CH2:21][CH2:20][C:12]1([C:14]2[CH:19]=[CH:18][CH:17]=[CH:16][CH:15]=2)[N:11]([C:36](=[S:37])[NH:31][NH2:43])[N:10]=[C:9]([C:3]2[CH:4]=[C:5]([F:8])[CH:6]=[CH:7][C:2]=2[F:1])[S:13]1)=[O:30])([CH3:27])([CH3:29])[CH3:28]. The yield is 0.250.